Dataset: NCI-60 drug combinations with 297,098 pairs across 59 cell lines. Task: Regression. Given two drug SMILES strings and cell line genomic features, predict the synergy score measuring deviation from expected non-interaction effect. Drug 1: C1=CC(=C2C(=C1NCCNCCO)C(=O)C3=C(C=CC(=C3C2=O)O)O)NCCNCCO. Drug 2: CC1=CC2C(CCC3(C2CCC3(C(=O)C)OC(=O)C)C)C4(C1=CC(=O)CC4)C. Cell line: SN12C. Synergy scores: CSS=47.9, Synergy_ZIP=1.25, Synergy_Bliss=0.724, Synergy_Loewe=-37.8, Synergy_HSA=2.07.